From a dataset of Reaction yield outcomes from USPTO patents with 853,638 reactions. Predict the reaction yield, written as a fraction of the theoretical maximum amount of product (1.0 means a 100% yield; for example, 0.34 means a 34% yield). (1) The reactants are Cl.[F:2][C:3]1[CH:8]=[CH:7][C:6]([F:9])=[CH:5][C:4]=1[NH:10][NH2:11].C(=O)([O-])[O-].[K+].[K+].[C:18](OCC)(=[O:26])[C:19]#[C:20][C:21]([O:23][CH2:24][CH3:25])=[O:22].Cl. The catalyst is C(O)C. The product is [F:2][C:3]1[CH:8]=[CH:7][C:6]([F:9])=[CH:5][C:4]=1[N:10]1[C:18]([OH:26])=[CH:19][C:20]([C:21]([O:23][CH2:24][CH3:25])=[O:22])=[N:11]1. The yield is 0.610. (2) The catalyst is C1C=CC(/C=C/C(/C=C/C2C=CC=CC=2)=O)=CC=1.C1C=CC(/C=C/C(/C=C/C2C=CC=CC=2)=O)=CC=1.C1C=CC(/C=C/C(/C=C/C2C=CC=CC=2)=O)=CC=1.[Pd].[Pd].O1CCOCC1. The yield is 0.730. The reactants are [CH3:1][C:2]1[S:6][C:5]([NH2:7])=[N:4][N:3]=1.Br[C:9]1[C:10](=[O:17])[N:11]([CH3:16])[CH:12]=[C:13]([Br:15])[CH:14]=1.CC1(C)C2C(=C(P(C3C=CC=CC=3)C3C=CC=CC=3)C=CC=2)OC2C(P(C3C=CC=CC=3)C3C=CC=CC=3)=CC=CC1=2.C([O-])([O-])=O.[Cs+].[Cs+]. The product is [Br:15][C:13]1[CH:14]=[C:9]([NH:7][C:5]2[S:6][C:2]([CH3:1])=[N:3][N:4]=2)[C:10](=[O:17])[N:11]([CH3:16])[CH:12]=1. (3) The reactants are [Cl:1][C:2]1[CH:3]=[CH:4][C:5]([S:9][CH3:10])=[C:6]([NH2:8])[CH:7]=1.[Cl:11][C:12]1[C:13]([F:22])=[C:14]([S:18](Cl)(=[O:20])=[O:19])[CH:15]=[CH:16][CH:17]=1. No catalyst specified. The product is [Cl:11][C:12]1[C:13]([F:22])=[C:14]([S:18]([NH:8][C:6]2[CH:7]=[C:2]([Cl:1])[CH:3]=[CH:4][C:5]=2[S:9][CH3:10])(=[O:20])=[O:19])[CH:15]=[CH:16][CH:17]=1. The yield is 0.620. (4) The reactants are Cl[C:2]1[N:10]=[C:9](Cl)[CH:8]=[CH:7][C:3]=1[C:4]([NH2:6])=[O:5].[CH3:12][NH:13][C:14]1[CH:19]=[CH:18][CH:17]=[C:16]([CH3:20])[CH:15]=1.[N:21]1([C:27]([O:29]C(C)(C)C)=O)[CH2:26][CH2:25][NH:24][CH2:23][CH2:22]1.[C:34](O)(=O)[CH:35]=C. No catalyst specified. The product is [C:27]([N:21]1[CH2:22][CH2:23][N:24]([C:9]2[CH:8]=[CH:7][C:3]([C:4]([NH2:6])=[O:5])=[C:2]([N:13]([CH3:12])[C:14]3[CH:15]=[C:16]([CH3:20])[CH:17]=[CH:18][CH:19]=3)[N:10]=2)[CH2:25][CH2:26]1)(=[O:29])[CH:34]=[CH2:35]. The yield is 0.0820. (5) The reactants are [Cl:1][C:2]1[N:10]=[C:9]2[C:5]([N:6]=[C:7]([CH2:12][CH:13]=O)[N:8]2[CH3:11])=[C:4]([N:15]2[CH2:20][CH2:19][O:18][CH2:17][CH2:16]2)[N:3]=1.[CH3:21][C:22]1([CH3:28])[O:27][CH2:26][CH2:25][NH:24][CH2:23]1.C(OC)(OC)OC.C(O)(=O)C.C(O[BH-](OC(=O)C)OC(=O)C)(=O)C.[Na+]. The catalyst is ClCCCl. The product is [Cl:1][C:2]1[N:10]=[C:9]2[C:5]([N:6]=[C:7]([CH2:12][CH2:13][N:24]3[CH2:25][CH2:26][O:27][C:22]([CH3:28])([CH3:21])[CH2:23]3)[N:8]2[CH3:11])=[C:4]([N:15]2[CH2:20][CH2:19][O:18][CH2:17][CH2:16]2)[N:3]=1. The yield is 0.650. (6) The reactants are C(OC([N:8]1[CH2:13][CH2:12][N:11]([S:14]([C:17]2[CH:22]=[CH:21][C:20]([NH:23][C:24]3[N:25]=[N:26][C:27]4[CH:33]=[C:32]([C:34]5[C:39]([Cl:40])=[CH:38][CH:37]=[CH:36][C:35]=5[Cl:41])[CH:31]=[C:30]([CH3:42])[C:28]=4[N:29]=3)=[CH:19][CH:18]=2)(=[O:16])=[O:15])[CH2:10][CH2:9]1)=O)(C)(C)C.[C:43]([OH:49])([C:45]([F:48])([F:47])[F:46])=[O:44]. The catalyst is C(Cl)Cl. The product is [OH:49][C:43]([C:45]([F:48])([F:47])[F:46])=[O:44].[Cl:40][C:39]1[CH:38]=[CH:37][CH:36]=[C:35]([Cl:41])[C:34]=1[C:32]1[CH:31]=[C:30]([CH3:42])[C:28]2[N:29]=[C:24]([NH:23][C:20]3[CH:19]=[CH:18][C:17]([S:14]([N:11]4[CH2:10][CH2:9][NH:8][CH2:13][CH2:12]4)(=[O:16])=[O:15])=[CH:22][CH:21]=3)[N:25]=[N:26][C:27]=2[CH:33]=1. The yield is 0.990. (7) The reactants are [N:1]12[CH2:8][CH2:7][CH:4]([CH2:5][CH2:6]1)[C@@H:3]([O:9][C:10]1[CH:23]=[CH:22][C:13]([O:14][C:15]3[CH:20]=[CH:19][C:18]([OH:21])=[CH:17][CH:16]=3)=[CH:12][CH:11]=1)[CH2:2]2.CO.[C:26]([OH:33])(=[O:32])/[CH:27]=[CH:28]/[C:29]([OH:31])=[O:30]. The catalyst is C(OCC)(=O)C. The product is [C:26]([OH:33])(=[O:32])/[CH:27]=[CH:28]/[C:29]([OH:31])=[O:30].[N:1]12[CH2:8][CH2:7][CH:4]([CH2:5][CH2:6]1)[C@@H:3]([O:9][C:10]1[CH:11]=[CH:12][C:13]([O:14][C:15]3[CH:20]=[CH:19][C:18]([OH:21])=[CH:17][CH:16]=3)=[CH:22][CH:23]=1)[CH2:2]2. The yield is 0.620. (8) The reactants are [Cl:1][C:2]1[CH:7]=[CH:6][CH:5]=[CH:4][C:3]=1[CH2:8][CH2:9][N:10]1[CH:14]=[C:13]([C:15]2[CH:20]=[C:19]([C:21]([NH2:23])=O)[CH:18]=[CH:17][N:16]=2)[N:12]=[CH:11]1.N1C=CC=CC=1.C(OC(C(F)(F)F)=O)(C(F)(F)F)=O. The catalyst is C(Cl)Cl. The product is [Cl:1][C:2]1[CH:7]=[CH:6][CH:5]=[CH:4][C:3]=1[CH2:8][CH2:9][N:10]1[CH:14]=[C:13]([C:15]2[CH:20]=[C:19]([C:21]#[N:23])[CH:18]=[CH:17][N:16]=2)[N:12]=[CH:11]1. The yield is 0.530. (9) The reactants are [CH3:1][O:2][C:3]1[CH:15]=[CH:14][C:13]2[C:12]3[C:7](=[CH:8][C:9]([O:16][CH3:17])=[CH:10][CH:11]=3)[NH:6][C:5]=2[CH:4]=1.I[C:19]1[CH:24]=[CH:23][C:22]([O:25][CH3:26])=[CH:21][CH:20]=1.C(=O)([O-])[O-].[K+].[K+]. The catalyst is ClC1C=CC=CC=1Cl.[Cu].C1OCCOCCOCCOCCOCCOC1. The product is [CH3:17][O:16][C:9]1[CH:10]=[CH:11][C:12]2[C:13]3[C:5](=[CH:4][C:3]([O:2][CH3:1])=[CH:15][CH:14]=3)[N:6]([C:19]3[CH:24]=[CH:23][C:22]([O:25][CH3:26])=[CH:21][CH:20]=3)[C:7]=2[CH:8]=1. The yield is 0.860. (10) The reactants are Br[CH2:2][C:3]1[CH:8]=[CH:7][CH:6]=[C:5]([CH2:9][Br:10])[N:4]=1.[O:11]1[CH2:15][CH2:14][C@H:13]([OH:16])[CH2:12]1. No catalyst specified. The product is [Br:10][CH2:9][C:5]1[CH:6]=[CH:7][CH:8]=[C:3]([CH2:2][O:16][C@H:13]2[CH2:14][CH2:15][O:11][CH2:12]2)[N:4]=1. The yield is 0.240.